This data is from Full USPTO retrosynthesis dataset with 1.9M reactions from patents (1976-2016). The task is: Predict the reactants needed to synthesize the given product. Given the product [C:18]([O:17][C:15]([N:12]1[CH2:13][CH2:14][CH:9]([O:8][C:5]2[CH:6]=[N:7][C:2]([N:33]3[C:34]4[C:30](=[CH:29][C:28]([N:24]5[CH2:25][CH2:26][CH2:27][C:23]5=[O:22])=[CH:36][CH:35]=4)[CH:31]=[CH:32]3)=[CH:3][CH:4]=2)[CH2:10][CH2:11]1)=[O:16])([CH3:21])([CH3:20])[CH3:19], predict the reactants needed to synthesize it. The reactants are: Cl[C:2]1[N:7]=[CH:6][C:5]([O:8][CH:9]2[CH2:14][CH2:13][N:12]([C:15]([O:17][C:18]([CH3:21])([CH3:20])[CH3:19])=[O:16])[CH2:11][CH2:10]2)=[CH:4][CH:3]=1.[O:22]=[C:23]1[CH2:27][CH2:26][CH2:25][N:24]1[C:28]1[CH:29]=[C:30]2[C:34](=[CH:35][CH:36]=1)[N:33](C(OC(C)(C)C)=O)[CH:32]=[CH:31]2.